Dataset: Orexin1 receptor HTS with 218,158 compounds and 233 confirmed actives. Task: Binary Classification. Given a drug SMILES string, predict its activity (active/inactive) in a high-throughput screening assay against a specified biological target. (1) The compound is O=c1n(c2c(c(=O)n1Cc1ccc(cc1)C(=O)NCCc1cc(OC)c(OC)cc1)cccc2)CC(=O)NCCCOC. The result is 0 (inactive). (2) The drug is Brc1cc(c(OCC(=O)Nc2ccc(F)cc2)cc1)CO. The result is 0 (inactive). (3) The drug is S(c1n(Cc2ccccc2)c(nn1)c1ccc(OCC)cc1)CC(O)=O. The result is 0 (inactive). (4) The drug is S1c2c(N(c3c1cccc3)C(=O)NCC(C)C)cccc2. The result is 0 (inactive). (5) The molecule is S(=O)(=O)(N1CCN(CC1)CC)c1cc2NC(=O)CSc2cc1. The result is 0 (inactive).